Dataset: Forward reaction prediction with 1.9M reactions from USPTO patents (1976-2016). Task: Predict the product of the given reaction. (1) Given the reactants [Br:1][C:2]1[CH:7]=[CH:6][C:5]([C:8](=[O:15])[CH2:9][C:10]([O:12][CH2:13][CH3:14])=[O:11])=[CH:4][CH:3]=1.C(O)(=O)C.[N:20]([O-])=[O:21].[Na+], predict the reaction product. The product is: [Br:1][C:2]1[CH:3]=[CH:4][C:5]([C:8](=[O:15])[CH:9]([NH:20][OH:21])[C:10]([O:12][CH2:13][CH3:14])=[O:11])=[CH:6][CH:7]=1. (2) Given the reactants [CH:1]1([C:4]2[CH:9]=[C:8]([CH:10]=[O:11])[C:7]([OH:12])=[CH:6][C:5]=2[C:13]2[CH:18]=[CH:17][C:16]([F:19])=[CH:15][CH:14]=2)[CH2:3][CH2:2]1.I[CH2:21][CH2:22][CH3:23], predict the reaction product. The product is: [CH:1]1([C:4]2[CH:9]=[C:8]([CH:10]=[O:11])[C:7]([O:12][CH2:21][CH2:22][CH3:23])=[CH:6][C:5]=2[C:13]2[CH:14]=[CH:15][C:16]([F:19])=[CH:17][CH:18]=2)[CH2:2][CH2:3]1. (3) Given the reactants [C:1]([C:5]1[CH:31]=[CH:30][C:8]([CH2:9][N:10]([CH2:22][CH2:23][C:24]2[CH:29]=[CH:28][CH:27]=[CH:26][CH:25]=2)[C:11]([C:13]2[CH:14]=[CH:15][CH:16]=[C:17]3[C:21]=2[NH:20][CH:19]=[CH:18]3)=[O:12])=[CH:7][CH:6]=1)([CH3:4])([CH3:3])[CH3:2].C([BH3-])#N.[Na+].[OH-].[Na+], predict the reaction product. The product is: [C:1]([C:5]1[CH:31]=[CH:30][C:8]([CH2:9][N:10]([CH2:22][CH2:23][C:24]2[CH:29]=[CH:28][CH:27]=[CH:26][CH:25]=2)[C:11]([C:13]2[CH:14]=[CH:15][CH:16]=[C:17]3[C:21]=2[NH:20][CH2:19][CH2:18]3)=[O:12])=[CH:7][CH:6]=1)([CH3:4])([CH3:2])[CH3:3]. (4) Given the reactants [N+:1]([C:4]1[CH:5]=[C:6]2[C:10](=[CH:11][CH:12]=1)[NH:9][N:8]=[C:7]2[NH:13][C:14](=[O:21])[C:15]1[CH:20]=[CH:19][CH:18]=[CH:17][CH:16]=1)([O-])=O.C(O)C.N, predict the reaction product. The product is: [NH2:1][C:4]1[CH:5]=[C:6]2[C:10](=[CH:11][CH:12]=1)[NH:9][N:8]=[C:7]2[NH:13][C:14](=[O:21])[C:15]1[CH:20]=[CH:19][CH:18]=[CH:17][CH:16]=1. (5) Given the reactants [NH2:1][CH2:2][CH2:3][NH:4][C:5]1[N:13]=[C:12]([Cl:14])[N:11]=[C:10]2[C:6]=1[N:7]=[CH:8][N:9]2[CH:15]1[CH2:19][CH2:18][CH2:17][CH2:16]1.CO.[F:22][C:23]([F:33])([F:32])[C:24]1[CH:31]=[CH:30][C:27]([CH:28]=O)=[CH:26][CH:25]=1.[BH3-]C#N.[Na+], predict the reaction product. The product is: [Cl:14][C:12]1[N:11]=[C:10]2[C:6]([N:7]=[CH:8][N:9]2[CH:15]2[CH2:19][CH2:18][CH2:17][CH2:16]2)=[C:5]([NH:4][CH2:3][CH2:2][NH:1][CH2:28][C:27]2[CH:26]=[CH:25][C:24]([C:23]([F:22])([F:32])[F:33])=[CH:31][CH:30]=2)[N:13]=1. (6) Given the reactants [F:1][C:2]([F:21])([F:20])[S:3][C:4]1[CH:19]=[CH:18][C:7]([CH2:8][NH:9][C:10](=[O:17])[C:11]2[CH:16]=[CH:15][CH:14]=[CH:13][CH:12]=2)=[CH:6][CH:5]=1.[F:22][C:23]([F:34])([F:33])[S:24][C:25]1[CH:32]=[CH:31][C:28]([CH2:29]Br)=[CH:27][CH:26]=1.[H-].[Na+], predict the reaction product. The product is: [F:21][C:2]([F:20])([F:1])[S:3][C:4]1[CH:5]=[CH:6][C:7]([CH2:8][N:9]([CH2:29][C:28]2[CH:31]=[CH:32][C:25]([S:24][C:23]([F:34])([F:22])[F:33])=[CH:26][CH:27]=2)[C:10](=[O:17])[C:11]2[CH:16]=[CH:15][CH:14]=[CH:13][CH:12]=2)=[CH:18][CH:19]=1. (7) Given the reactants [BH4-].[Na+].[Cl:3][C:4]1[CH:9]=[CH:8][C:7]([O:10][C:11]2[CH:16]=[CH:15][C:14]([C:17](=[O:38])[CH:18]([CH2:24][C:25]3[CH:30]=[CH:29][CH:28]=[C:27]([O:31][C:32]([F:37])([F:36])[CH:33]([F:35])[F:34])[CH:26]=3)[C:19]([O:21][CH2:22][CH3:23])=[O:20])=[CH:13][CH:12]=2)=[CH:6][C:5]=1[CH2:39][CH3:40].Cl.O, predict the reaction product. The product is: [Cl:3][C:4]1[CH:9]=[CH:8][C:7]([O:10][C:11]2[CH:12]=[CH:13][C:14]([CH:17]([OH:38])[CH:18]([CH2:24][C:25]3[CH:30]=[CH:29][CH:28]=[C:27]([O:31][C:32]([F:37])([F:36])[CH:33]([F:35])[F:34])[CH:26]=3)[C:19]([O:21][CH2:22][CH3:23])=[O:20])=[CH:15][CH:16]=2)=[CH:6][C:5]=1[CH2:39][CH3:40].